This data is from KCNQ2 potassium channel screen with 302,405 compounds. The task is: Binary Classification. Given a drug SMILES string, predict its activity (active/inactive) in a high-throughput screening assay against a specified biological target. (1) The drug is S(=O)(=O)(NCC(=O)N(CC(=O)NCC1OCCC1)Cc1ccccc1)c1ccc(cc1)C. The result is 0 (inactive). (2) The compound is S(=O)(=O)(N1CC(CCC1)C(=O)NCc1ccncc1)c1ccc(OCC)cc1. The result is 0 (inactive). (3) The compound is Clc1cc2C(N(CC(=O)Nc2cc1)C(=O)C)c1ccccc1. The result is 0 (inactive). (4) The molecule is S(CC(=O)NC(C1C2CC(C1)CC2)C)c1oc2c(n1)cc(S(=O)(=O)CC)cc2. The result is 1 (active). (5) The molecule is S(c1n(C2CC2)c(=O)[nH]n1)CC(=O)Nc1ccc(C(C)C)cc1. The result is 0 (inactive). (6) The drug is O=C1c2c(/C(=N\NC(=O)c3c(O)cccc3)C=C1C)cccc2. The result is 0 (inactive). (7) The drug is Clc1ccc(CSC=2NC(N)=C(C3(CCCCC3)C2C#N)C#N)cc1. The result is 0 (inactive). (8) The molecule is S(CCNC(=O)c1c(SC)cccc1)c1ccccc1. The result is 0 (inactive).